Dataset: Catalyst prediction with 721,799 reactions and 888 catalyst types from USPTO. Task: Predict which catalyst facilitates the given reaction. (1) Reactant: C[O:2][C:3](=[O:26])[CH2:4][C:5]1[CH:14]=[C:13]([CH3:15])[CH:12]=[C:11]2[C:6]=1[C:7]([CH3:25])=[C:8]([CH2:17][C:18]1[CH:23]=[CH:22][C:21]([Cl:24])=[CH:20][CH:19]=1)[C:9]([CH3:16])=[N:10]2.[OH-].[Li+]. Product: [Cl:24][C:21]1[CH:20]=[CH:19][C:18]([CH2:17][C:8]2[C:9]([CH3:16])=[N:10][C:11]3[C:6]([C:7]=2[CH3:25])=[C:5]([CH2:4][C:3]([OH:26])=[O:2])[CH:14]=[C:13]([CH3:15])[CH:12]=3)=[CH:23][CH:22]=1. The catalyst class is: 5. (2) Reactant: [F:1][C:2]([F:15])([F:14])[CH:3]1[O:8][CH2:7][CH:6]([C:9]([O:11]CC)=[O:10])[CH2:5][CH2:4]1.[OH-].[Na+]. Product: [F:14][C:2]([F:1])([F:15])[CH:3]1[O:8][CH2:7][CH:6]([C:9]([OH:11])=[O:10])[CH2:5][CH2:4]1. The catalyst class is: 242.